This data is from Full USPTO retrosynthesis dataset with 1.9M reactions from patents (1976-2016). The task is: Predict the reactants needed to synthesize the given product. (1) Given the product [C:21]1([S:18]([NH:17][C@@H:16]([C:15]([N:12]2[CH2:13][CH2:14][C@H:11]2[C:9]([OH:10])=[O:8])=[O:31])[CH2:27][CH:28]([CH3:30])[CH3:29])(=[O:20])=[O:19])[CH:22]=[CH:23][CH:24]=[CH:25][CH:26]=1, predict the reactants needed to synthesize it. The reactants are: C([O:8][C:9]([C@@H:11]1[CH2:14][CH2:13][N:12]1[C:15](=[O:31])[C@@H:16]([CH2:27][CH:28]([CH3:30])[CH3:29])[NH:17][S:18]([C:21]1[CH:26]=[CH:25][CH:24]=[CH:23][CH:22]=1)(=[O:20])=[O:19])=[O:10])C1C=CC=CC=1.[H][H]. (2) Given the product [F:17][C:14]([F:15])([F:16])[CH:11]1[O:10][CH2:9][CH:8]([CH2:7][OH:6])[CH2:13][O:12]1, predict the reactants needed to synthesize it. The reactants are: C([Si](C1C=CC=CC=1)(C1C=CC=CC=1)[O:6][CH2:7][CH:8]1[CH2:13][O:12][CH:11]([C:14]([F:17])([F:16])[F:15])[O:10][CH2:9]1)(C)(C)C.[OH-].[Na+]. (3) Given the product [CH:25]([NH:28][C:29](=[O:32])[CH2:30][N:22]1[CH2:21][CH2:20][N:16]2[C:17]3[CH:18]=[CH:19][C:11]([O:10][CH:7]4[CH2:8][CH2:9][N:4]([CH:1]([CH3:3])[CH3:2])[CH2:5][CH2:6]4)=[CH:12][C:13]=3[CH:14]=[C:15]2[C:23]1=[O:24])([CH3:27])[CH3:26], predict the reactants needed to synthesize it. The reactants are: [CH:1]([N:4]1[CH2:9][CH2:8][CH:7]([O:10][C:11]2[CH:19]=[CH:18][C:17]3[N:16]4[CH2:20][CH2:21][NH:22][C:23](=[O:24])[C:15]4=[CH:14][C:13]=3[CH:12]=2)[CH2:6][CH2:5]1)([CH3:3])[CH3:2].[CH:25]([NH:28][C:29](=[O:32])[CH2:30]Cl)([CH3:27])[CH3:26].[H-].[Na+].